Dataset: Full USPTO retrosynthesis dataset with 1.9M reactions from patents (1976-2016). Task: Predict the reactants needed to synthesize the given product. (1) Given the product [Br:18][C:13]1[CH:14]=[CH:15][CH:16]=[C:17]2[C:12]=1[CH2:11][CH2:10][N:4]([CH2:5][CH2:6][OH:7])[C:3]2=[O:2], predict the reactants needed to synthesize it. The reactants are: C[O:2][C:3](=O)[N:4]([CH2:10][CH2:11][C:12]1[CH:17]=[CH:16][CH:15]=[CH:14][C:13]=1[Br:18])[CH2:5][CH2:6][O:7]CC.FC(F)(F)S(OS(C(F)(F)F)(=O)=O)(=O)=O.C(=O)([O-])O.[Na+]. (2) Given the product [F:48][C:40]1[CH:39]=[C:38]([C:35]2[CH:36]=[N:37][C:32]3[N:33]([C:12]([S:11][C:7]4[CH:6]=[C:5]5[C:10](=[CH:9][CH:8]=4)[N:1]=[CH:2][CH:3]=[CH:4]5)=[CH:13][N:31]=3)[N:34]=2)[CH:47]=[CH:46][C:41]=1[C:42]([O:44][CH3:45])=[O:43], predict the reactants needed to synthesize it. The reactants are: [N:1]1[C:10]2[C:5](=[CH:6][C:7]([S:11][CH2:12][CH:13]=O)=[CH:8][CH:9]=2)[CH:4]=[CH:3][CH:2]=1.N1CCC[C@@H]1C(O)=O.ClN1C(=O)CCC1=O.[NH2:31][C:32]1[N:33]=[N:34][C:35]([C:38]2[CH:47]=[CH:46][C:41]([C:42]([O:44][CH3:45])=[O:43])=[C:40]([F:48])[CH:39]=2)=[CH:36][N:37]=1. (3) Given the product [Br:3][C:4]1[CH:5]=[CH:6][C:7]([C:10]2[C:16]3[CH:17]=[C:18]([O:22][CH3:23])[C:19]([O:21][CH:30]([F:37])[F:36])=[CH:20][C:15]=3[CH2:14][CH:13]([CH3:24])[N:12]([C:25]([NH:27][CH3:28])=[O:26])[N:11]=2)=[CH:8][CH:9]=1, predict the reactants needed to synthesize it. The reactants are: [OH-].[Na+].[Br:3][C:4]1[CH:9]=[CH:8][C:7]([C:10]2[C:16]3[CH:17]=[C:18]([O:22][CH3:23])[C:19]([OH:21])=[CH:20][C:15]=3[CH2:14][CH:13]([CH3:24])[N:12]([C:25]([NH:27][CH3:28])=[O:26])[N:11]=2)=[CH:6][CH:5]=1.Cl[C:30]([F:37])([F:36])C(OCC)=O.O. (4) Given the product [CH2:8]([O:10][C:11]1[CH:12]=[C:13](/[CH:18]=[CH:19]/[C:20]([O:22][CH3:23])=[O:21])[CH:14]=[CH:15][C:16]=1[O:17][S:26]([C:25]([F:38])([F:37])[F:24])(=[O:28])=[O:27])[CH3:9], predict the reactants needed to synthesize it. The reactants are: C(N(CC)CC)C.[CH2:8]([O:10][C:11]1[CH:12]=[C:13](/[CH:18]=[CH:19]/[C:20]([O:22][CH3:23])=[O:21])[CH:14]=[CH:15][C:16]=1[OH:17])[CH3:9].[F:24][C:25]([F:38])([F:37])[S:26](O[S:26]([C:25]([F:38])([F:37])[F:24])(=[O:28])=[O:27])(=[O:28])=[O:27]. (5) Given the product [Cl:1][S:2]([NH:5][C:6](=[O:7])[O:12][C:8]([CH3:11])([CH3:10])[CH3:9])(=[O:4])=[O:3], predict the reactants needed to synthesize it. The reactants are: [Cl:1][S:2]([N:5]=[C:6]=[O:7])(=[O:4])=[O:3].[C:8]([OH:12])([CH3:11])([CH3:10])[CH3:9]. (6) Given the product [NH2:1][C:2]1[C:11]2[N:12]=[C:13]3[CH2:18][O:17][CH2:16][C@H:15]([CH2:19][CH2:20][CH2:21][NH:22][S:23]([CH3:26])(=[O:25])=[O:24])[N:14]3[C:10]=2[C:9]2[CH2:8][CH2:7][CH2:6][CH2:5][C:4]=2[N:3]=1, predict the reactants needed to synthesize it. The reactants are: [NH2:1][C:2]1[C:11]2[N:12]=[C:13]3[CH2:18][O:17][CH2:16][C@H:15]([CH2:19][CH2:20][CH2:21][NH:22][S:23]([CH3:26])(=[O:25])=[O:24])[N:14]3[C:10]=2[C:9]2[C:4](=[CH:5][CH:6]=[CH:7][CH:8]=2)[N:3]=1. (7) Given the product [C:27]1([S:33]([NH:1][C:2]2[CH:3]=[C:4]([CH:22]=[C:23]([Cl:26])[C:24]=2[F:25])[C:5]([NH:7][CH2:8][C:9]2[CH:14]=[CH:13][C:12]([C:15]#[N:16])=[CH:11][C:10]=2[O:17][CH2:18][C:19](=[O:21])[NH2:20])=[O:6])(=[O:35])=[O:34])[CH:32]=[CH:31][CH:30]=[CH:29][CH:28]=1, predict the reactants needed to synthesize it. The reactants are: [NH2:1][C:2]1[CH:3]=[C:4]([CH:22]=[C:23]([Cl:26])[C:24]=1[F:25])[C:5]([NH:7][CH2:8][C:9]1[CH:14]=[CH:13][C:12]([C:15]#[N:16])=[CH:11][C:10]=1[O:17][CH2:18][C:19](=[O:21])[NH2:20])=[O:6].[C:27]1([S:33](Cl)(=[O:35])=[O:34])[CH:32]=[CH:31][CH:30]=[CH:29][CH:28]=1. (8) Given the product [C:8]([C:6]1[C:5]([O:11][CH2:12][CH3:13])=[C:4]([C:23]2[CH:24]=[CH:25][C:20]([C:18]([N:17]([CH3:35])[CH3:16])=[O:19])=[N:21][CH:22]=2)[C:3]([CH3:15])=[C:2]([Cl:1])[CH:7]=1)(=[O:10])[CH3:9], predict the reactants needed to synthesize it. The reactants are: [Cl:1][C:2]1[C:3]([CH3:15])=[C:4](I)[C:5]([O:11][CH2:12][CH3:13])=[C:6]([C:8](=[O:10])[CH3:9])[CH:7]=1.[CH3:16][N:17]([CH3:35])[C:18]([C:20]1[CH:25]=[CH:24][C:23](B2OC(C)(C)C(C)(C)O2)=[CH:22][N:21]=1)=[O:19].C(=O)([O-])[O-].[K+].[K+]. (9) The reactants are: [NH:1]1[CH2:6][CH2:5][C:4]2([O:11][C:10]3[C:12]4[C:17]([C:18](=[O:21])[C:19](=[O:20])[C:9]=3[S:8][CH2:7]2)=[CH:16][CH:15]=[CH:14][CH:13]=4)[CH2:3][CH2:2]1.[F:22][C:23]([F:29])([F:28])[CH2:24][CH:25]1[CH2:27][O:26]1. Given the product [F:22][C:23]([F:29])([F:28])[CH2:24][CH:25]([OH:26])[CH2:27][N:1]1[CH2:2][CH2:3][C:4]2([O:11][C:10]3[C:12]4[C:17]([C:18](=[O:21])[C:19](=[O:20])[C:9]=3[S:8][CH2:7]2)=[CH:16][CH:15]=[CH:14][CH:13]=4)[CH2:5][CH2:6]1, predict the reactants needed to synthesize it. (10) Given the product [N:1]1[CH:2]=[CH:3][CH:4]=[C:40]([CH2:39][N:38]([CH2:45][C:46]2[C:50](=[N:51][NH:52][C:53]3[CH:58]=[CH:57][C:56]([F:59])=[C:55]([F:60])[CH:54]=3)[C:49]([NH2:61])=[N:48][N:47]=2)[CH2:37][C:36]2[CH:6]=[N:1][CH:2]=[CH:3][CH:4]=2)[CH:6]=1, predict the reactants needed to synthesize it. The reactants are: [N:1]1[CH:6]=C[CH:4]=[CH:3][C:2]=1CN(CC1C(=NNC2C=CC(F)=C(F)C=2)C(N)=NN=1)C[C:2]1[CH:3]=[CH:4]C=[CH:6][N:1]=1.C(O[C:36](=O)[CH2:37][N:38]([CH2:45][C:46]1[C:50](=[N:51][NH:52][C:53]2[CH:58]=[CH:57][C:56]([F:59])=[C:55]([F:60])[CH:54]=2)[C:49]([NH2:61])=[N:48][N:47]=1)[CH2:39][C:40](OCC)=O)C.